From a dataset of Forward reaction prediction with 1.9M reactions from USPTO patents (1976-2016). Predict the product of the given reaction. (1) The product is: [F:6][C:7]1[CH:12]=[C:11]([F:13])[CH:10]=[CH:9][C:8]=1[C@:14]1([CH2:33][I:34])[O:18][CH2:17][C@@H:16]([C:19]([OH:20])=[O:1])[CH2:15]1. Given the reactants [OH-:1].[Na+].OO.O.[F:6][C:7]1[CH:12]=[C:11]([F:13])[CH:10]=[CH:9][C:8]=1[C@:14]1([CH2:33][I:34])[O:18][CH2:17][C@@H:16]([C:19](N2[C@H](C3C=CC=CC=3)COC2=O)=[O:20])[CH2:15]1, predict the reaction product. (2) Given the reactants [NH2:1][C:2]1[N:7]=[CH:6][C:5]([OH:8])=[CH:4][CH:3]=1.Br[CH:10]1[CH2:15][CH2:14][CH2:13][CH2:12][CH2:11]1.C([O-])([O-])=O.[K+].[K+], predict the reaction product. The product is: [CH:10]1([O:8][C:5]2[CH:4]=[CH:3][C:2]([NH2:1])=[N:7][CH:6]=2)[CH2:15][CH2:14][CH2:13][CH2:12][CH2:11]1. (3) The product is: [Br:1][C:2]1[CH:10]=[CH:9][C:8]2[N:7]([C:11]3[CH:16]=[CH:15][C:14]([OH:17])=[C:13]([F:25])[CH:12]=3)[N:6]=[CH:5][C:4]=2[C:3]=1[OH:26]. Given the reactants [Br:1][C:2]1[C:3]([O:26]C)=[C:4]2[C:8](=[CH:9][CH:10]=1)[N:7]([C:11]1[CH:16]=[CH:15][C:14]([O:17]CC3C=CC=CC=3)=[C:13]([F:25])[CH:12]=1)[N:6]=[CH:5]2.B(Br)(Br)Br.O.C(OCC)(=O)C, predict the reaction product.